This data is from Full USPTO retrosynthesis dataset with 1.9M reactions from patents (1976-2016). The task is: Predict the reactants needed to synthesize the given product. (1) Given the product [Br:1][C:2]1[CH:6]=[C:5]([C:12]2[S:16][CH:15]=[C:14]([OH:19])[CH:13]=2)[S:4][C:3]=1[CH3:10], predict the reactants needed to synthesize it. The reactants are: [Br:1][C:2]1[CH:6]=[C:5](B(O)O)[S:4][C:3]=1[CH3:10].Br[C:12]1[S:16][C:15](O)=[CH:14][CH:13]=1.C([O-])([O-])=[O:19].[Na+].[Na+]. (2) Given the product [CH3:39][N:40]([CH2:9][C:7]1[CH:6]=[C:5]([C:11]2[CH:12]=[N:13][N:14]3[C:19]([C:20]4[CH:21]=[C:22]([NH:26][C:27](=[O:38])[C:28]5[CH:33]=[CH:32][CH:31]=[C:30]([C:34]([F:36])([F:37])[F:35])[CH:29]=5)[CH:23]=[CH:24][CH:25]=4)=[CH:18][CH:17]=[N:16][C:15]=23)[CH:4]=[C:3]([CH2:1][N:47]([CH3:46])[CH3:42])[CH:8]=1)[CH3:41], predict the reactants needed to synthesize it. The reactants are: [CH:1]([C:3]1[CH:4]=[C:5]([C:11]2[CH:12]=[N:13][N:14]3[C:19]([C:20]4[CH:21]=[C:22]([NH:26][C:27](=[O:38])[C:28]5[CH:33]=[CH:32][CH:31]=[C:30]([C:34]([F:37])([F:36])[F:35])[CH:29]=5)[CH:23]=[CH:24][CH:25]=4)=[CH:18][CH:17]=[N:16][C:15]=23)[CH:6]=[C:7]([CH:9]=O)[CH:8]=1)=O.[CH3:39][NH:40][CH3:41].[C:42](O)(=O)C.[C:46]([BH3-])#[N:47].[Na+]. (3) Given the product [F:23][C:2]([F:1])([C:17]1[CH:22]=[CH:21][CH:20]=[CH:19][N:18]=1)[CH2:3][NH:4][C:5]1[C:6](=[O:16])[N:7]([CH2:12][C:13]([NH:24][CH2:25][CH2:26][C:27]2[CH:32]=[CH:31][N:30]=[CH:29][CH:28]=2)=[O:15])[C:8]([CH3:11])=[CH:9][N:10]=1, predict the reactants needed to synthesize it. The reactants are: [F:1][C:2]([F:23])([C:17]1[CH:22]=[CH:21][CH:20]=[CH:19][N:18]=1)[CH2:3][NH:4][C:5]1[C:6](=[O:16])[N:7]([CH2:12][C:13]([OH:15])=O)[C:8]([CH3:11])=[CH:9][N:10]=1.[NH2:24][CH2:25][CH2:26][C:27]1[CH:32]=[CH:31][N:30]=[CH:29][CH:28]=1. (4) Given the product [Br:12][C:13]1[CH:14]=[C:15]([C:19]23[O:9][CH:20]2[CH2:21][O:22][CH2:23][CH2:24]3)[CH:16]=[CH:17][CH:18]=1, predict the reactants needed to synthesize it. The reactants are: ClC1C=CC=C(C(OO)=[O:9])C=1.[Br:12][C:13]1[CH:14]=[C:15]([C:19]2[CH2:20][CH2:21][O:22][CH2:23][CH:24]=2)[CH:16]=[CH:17][CH:18]=1.C(=O)(O)[O-].[Na+]. (5) Given the product [ClH:83].[CH3:1][C:2]1[CH:3]=[C:4]([S:8]([NH:11][C:12]2[C:13](=[O:25])[N:14]([CH2:21][C:22]([NH:74][CH2:73][CH2:72][O:71][NH:60][C:61]([NH2:63])=[NH:62])=[O:24])[C:15]([CH:18]([CH3:20])[CH3:19])=[CH:16][CH:17]=2)(=[O:10])=[O:9])[CH:5]=[CH:6][CH:7]=1, predict the reactants needed to synthesize it. The reactants are: [CH3:1][C:2]1[CH:3]=[C:4]([S:8]([NH:11][C:12]2[C:13](=[O:25])[N:14]([CH2:21][C:22]([OH:24])=O)[C:15]([CH:18]([CH3:20])[CH3:19])=[CH:16][CH:17]=2)(=[O:10])=[O:9])[CH:5]=[CH:6][CH:7]=1.CN([P+](ON1N=NC2C1=CC=CC=2)(N(C)C)N(C)C)C.F[P-](F)(F)(F)(F)F.C(OC([N:60]([O:71][CH2:72][CH2:73][NH2:74])[C:61]([NH:63]C(OC(C)(C)C)=O)=[NH:62])=O)(C)(C)C.C(N(CC)CC)C.C(Cl)[Cl:83]. (6) Given the product [C:1]([NH:4][C:5]1[CH:6]=[CH:7][CH:8]=[C:9]2[C:13]=1[C:12](=[O:14])[N:11]([CH:15]([C:20]1[CH:25]=[CH:24][C:23]([O:26][CH:27]([F:29])[F:28])=[C:22]([O:30][CH2:31][CH3:32])[CH:21]=1)[CH2:16][C:17]([NH2:35])=[O:19])[CH2:10]2)(=[O:3])[CH3:2], predict the reactants needed to synthesize it. The reactants are: [C:1]([NH:4][C:5]1[CH:6]=[CH:7][CH:8]=[C:9]2[C:13]=1[C:12](=[O:14])[N:11]([CH:15]([C:20]1[CH:25]=[CH:24][C:23]([O:26][CH:27]([F:29])[F:28])=[C:22]([O:30][CH2:31][CH3:32])[CH:21]=1)[CH2:16][C:17]([OH:19])=O)[CH2:10]2)(=[O:3])[CH3:2].C1N=C[N:35](C(N2C=NC=C2)=O)C=1.[NH4+].[OH-].